This data is from Forward reaction prediction with 1.9M reactions from USPTO patents (1976-2016). The task is: Predict the product of the given reaction. (1) Given the reactants [F:1][C:2]1[CH:3]=[C:4]([N+:11]([O-:13])=[O:12])[CH:5]=[C:6]2[C:10]=1[NH:9][CH2:8][CH2:7]2, predict the reaction product. The product is: [F:1][C:2]1[CH:3]=[C:4]([N+:11]([O-:13])=[O:12])[CH:5]=[C:6]2[C:10]=1[NH:9][CH:8]=[CH:7]2. (2) Given the reactants [F:1][C:2]([F:34])([C:30]([F:33])([F:32])[F:31])[CH2:3][O:4][C:5]1[CH:10]=[CH:9][C:8]([CH2:11][N:12]2[CH2:18][CH2:17][CH2:16][N:15]([CH2:19][C:20]3[CH:29]=[CH:28][C:23]([C:24]([O:26]C)=[O:25])=[CH:22][CH:21]=3)[CH2:14][CH2:13]2)=[CH:7][CH:6]=1.C1COCC1.[OH-].[Na+], predict the reaction product. The product is: [F:34][C:2]([F:1])([C:30]([F:31])([F:32])[F:33])[CH2:3][O:4][C:5]1[CH:6]=[CH:7][C:8]([CH2:11][N:12]2[CH2:18][CH2:17][CH2:16][N:15]([CH2:19][C:20]3[CH:29]=[CH:28][C:23]([C:24]([OH:26])=[O:25])=[CH:22][CH:21]=3)[CH2:14][CH2:13]2)=[CH:9][CH:10]=1. (3) Given the reactants [CH:1]1([C:4]2[N:8]=[C:7]([C:9]3[C:13]4[CH2:14][C:15]([CH3:19])([CH3:18])[CH2:16][CH2:17][C:12]=4[S:11][C:10]=3[NH2:20])[O:6][N:5]=2)[CH2:3][CH2:2]1.[C:21]12[C:29](=[O:30])[O:28][C:26](=[O:27])[C:22]=1[CH2:23][CH2:24][CH2:25]2, predict the reaction product. The product is: [CH:1]1([C:4]2[N:8]=[C:7]([C:9]3[C:13]4[CH2:14][C:15]([CH3:18])([CH3:19])[CH2:16][CH2:17][C:12]=4[S:11][C:10]=3[NH:20][C:29]([C:21]3[CH2:25][CH2:24][CH2:23][C:22]=3[C:26]([OH:28])=[O:27])=[O:30])[O:6][N:5]=2)[CH2:3][CH2:2]1. (4) Given the reactants [F:1][C:2]1([F:35])[O:6][C:5]2[CH:7]=[CH:8][C:9]([C:11]3([C:14]([NH:16][C@@H:17]4[CH2:22][C:21]([CH3:24])([CH3:23])[O:20][C@@H:19]([C:25]5[CH:34]=[CH:33][C:28]([C:29]([O:31]C)=[O:30])=[CH:27][CH:26]=5)[CH2:18]4)=[O:15])[CH2:13][CH2:12]3)=[CH:10][C:4]=2[O:3]1.FC1(F)OC2C=CC(C3(C(N[C@H]4CCO[C@@H](C5C=C(C=CC=5)C(OC)=O)C4)=O)CC3)=CC=2O1, predict the reaction product. The product is: [F:35][C:2]1([F:1])[O:6][C:5]2[CH:7]=[CH:8][C:9]([C:11]3([C:14]([NH:16][C@@H:17]4[CH2:22][C:21]([CH3:24])([CH3:23])[O:20][C@@H:19]([C:25]5[CH:26]=[CH:27][C:28]([C:29]([OH:31])=[O:30])=[CH:33][CH:34]=5)[CH2:18]4)=[O:15])[CH2:12][CH2:13]3)=[CH:10][C:4]=2[O:3]1. (5) Given the reactants [Si:1]([O:8][CH2:9][CH2:10][NH:11][C:12]1[CH:17]=[C:16]([F:18])[C:15]([F:19])=[CH:14][C:13]=1[N+:20]([O-])=O)([C:4]([CH3:7])([CH3:6])[CH3:5])([CH3:3])[CH3:2].[H][H], predict the reaction product. The product is: [Si:1]([O:8][CH2:9][CH2:10][NH:11][C:12]1[C:13]([NH2:20])=[CH:14][C:15]([F:19])=[C:16]([F:18])[CH:17]=1)([C:4]([CH3:7])([CH3:6])[CH3:5])([CH3:3])[CH3:2]. (6) Given the reactants [O:1]1[C:5]2[CH:6]=[C:7]([NH2:10])[CH:8]=[CH:9][C:4]=2[N:3]=[CH:2]1.[Br:11][C:12]1[N:13]=[C:14](Br)[C:15]2[N:16]([CH:18]=[CH:19][N:20]=2)[CH:17]=1.C([O-])([O-])=O.[K+].[K+], predict the reaction product. The product is: [O:1]1[C:5]2[CH:6]=[C:7]([NH:10][C:14]3[C:15]4[N:16]([CH:18]=[CH:19][N:20]=4)[CH:17]=[C:12]([Br:11])[N:13]=3)[CH:8]=[CH:9][C:4]=2[N:3]=[CH:2]1. (7) Given the reactants [C:1]1([NH:7][C:8]([C:10]2[CH:15]=[C:14](I)[CH:13]=[C:12]([CH3:17])[C:11]=2[NH:18][C:19]([C:21]2[N:22]([C:30]3[C:35]([Cl:36])=[CH:34][CH:33]=[CH:32][N:31]=3)[N:23]=[C:24]([C:26]([F:29])([F:28])[F:27])[CH:25]=2)=[O:20])=[O:9])([CH:4]2[CH2:6][CH2:5]2)[CH2:3][CH2:2]1.[C:37]([Cu])#[N:38], predict the reaction product. The product is: [C:1]1([NH:7][C:8]([C:10]2[CH:15]=[C:14]([C:37]#[N:38])[CH:13]=[C:12]([CH3:17])[C:11]=2[NH:18][C:19]([C:21]2[N:22]([C:30]3[C:35]([Cl:36])=[CH:34][CH:33]=[CH:32][N:31]=3)[N:23]=[C:24]([C:26]([F:29])([F:28])[F:27])[CH:25]=2)=[O:20])=[O:9])([CH:4]2[CH2:6][CH2:5]2)[CH2:3][CH2:2]1. (8) Given the reactants [Si]([O:8][CH2:9][CH2:10][C:11]1[N:16]=[CH:15][C:14]([NH:17][C:18]([NH:20][CH2:21][C:22]2[N:26]([C:27]3[CH:32]=[CH:31][CH:30]=[C:29]([Cl:33])[CH:28]=3)[N:25]=[C:24]([C:34]([F:37])([F:36])[F:35])[CH:23]=2)=[O:19])=[CH:13][CH:12]=1)(C(C)(C)C)(C)C.Cl, predict the reaction product. The product is: [Cl:33][C:29]1[CH:28]=[C:27]([N:26]2[C:22]([CH2:21][NH:20][C:18]([NH:17][C:14]3[CH:15]=[N:16][C:11]([CH2:10][CH2:9][OH:8])=[CH:12][CH:13]=3)=[O:19])=[CH:23][C:24]([C:34]([F:37])([F:35])[F:36])=[N:25]2)[CH:32]=[CH:31][CH:30]=1.